From a dataset of Catalyst prediction with 721,799 reactions and 888 catalyst types from USPTO. Predict which catalyst facilitates the given reaction. (1) Reactant: [C:1]([C:3]1[CH:4]=[C:5]([CH:9]=[CH:10][CH:11]=1)[C:6](O)=[O:7])#[N:2].C1C=CC2N(O)N=[N:18]C=2C=1.CCN(C(C)C)C(C)C.CCN=C=NCCCN(C)C.Cl. Product: [C:1]([C:3]1[CH:4]=[C:5]([CH:9]=[CH:10][CH:11]=1)[C:6]([NH2:18])=[O:7])#[N:2]. The catalyst class is: 3. (2) Reactant: [F:1][C:2]1[CH:3]=[C:4]([CH:31]=[CH:32][C:33]=1[NH:34][C:35]([C:37]1([C:40](=[O:49])[NH:41][C:42]2[CH:47]=[CH:46][C:45]([F:48])=[CH:44][CH:43]=2)[CH2:39][CH2:38]1)=[O:36])[O:5][C:6]1[CH:11]=[CH:10][N:9]=[C:8]([N:12](C(OC2C=CC=CC=2)=O)[C:13](=O)[O:14]C2C=CC=CC=2)[CH:7]=1.[CH3:50][N:51]([CH3:60])[CH2:52][CH2:53][N:54]1[CH2:59][CH2:58][NH:57][CH2:56][CH2:55]1. The catalyst class is: 9. Product: [CH3:50][N:51]([CH3:60])[CH2:52][CH2:53][N:54]1[CH2:59][CH2:58][N:57]([C:13]([NH:12][C:8]2[CH:7]=[C:6]([O:5][C:4]3[CH:31]=[CH:32][C:33]([NH:34][C:35]([C:37]4([C:40]([NH:41][C:42]5[CH:43]=[CH:44][C:45]([F:48])=[CH:46][CH:47]=5)=[O:49])[CH2:39][CH2:38]4)=[O:36])=[C:2]([F:1])[CH:3]=3)[CH:11]=[CH:10][N:9]=2)=[O:14])[CH2:56][CH2:55]1.